From a dataset of Reaction yield outcomes from USPTO patents with 853,638 reactions. Predict the reaction yield, written as a fraction of the theoretical maximum amount of product (1.0 means a 100% yield; for example, 0.34 means a 34% yield). (1) The reactants are C(O)(=O)C.[Cl:5][CH2:6][CH2:7][CH2:8][NH:9][CH2:10][C:11]1[CH:12]=[N:13][C:14]([Cl:17])=[CH:15][CH:16]=1.[CH2:18]1[C:23](=[O:24])[O:22][CH2:21][C:19]1=O.O. The catalyst is C1C=CC=CC=1.C1(C)C=CC(S(O)(=O)=O)=CC=1. The yield is 0.330. The product is [Cl:5][CH2:6][CH2:7][CH2:8][N:9]([CH2:10][C:11]1[CH:12]=[N:13][C:14]([Cl:17])=[CH:15][CH:16]=1)[C:19]1[CH2:21][O:22][C:23](=[O:24])[CH:18]=1. (2) The reactants are [CH3:1][O:2][C:3]1[CH:8]=[CH:7][C:6]([C:9]2[N:10]=[C:11]([C:22]3([OH:32])[CH2:31][CH2:30][C:25]4(OCC[O:26]4)[CH2:24][CH2:23]3)[O:12][C:13]=2[C:14]2[CH:19]=[CH:18][C:17]([O:20][CH3:21])=[CH:16][CH:15]=2)=[CH:5][CH:4]=1.[OH-].[Na+].C(=O)(O)[O-].[Na+]. The catalyst is O1CCCC1.Cl. The product is [CH3:1][O:2][C:3]1[CH:8]=[CH:7][C:6]([C:9]2[N:10]=[C:11]([C:22]3([OH:32])[CH2:31][CH2:30][C:25](=[O:26])[CH2:24][CH2:23]3)[O:12][C:13]=2[C:14]2[CH:15]=[CH:16][C:17]([O:20][CH3:21])=[CH:18][CH:19]=2)=[CH:5][CH:4]=1. The yield is 0.630.